From a dataset of Reaction yield outcomes from USPTO patents with 853,638 reactions. Predict the reaction yield, written as a fraction of the theoretical maximum amount of product (1.0 means a 100% yield; for example, 0.34 means a 34% yield). (1) The reactants are Cl[C:2]1[N:3]=[C:4]([C:15]2[CH:16]=[N:17][CH:18]=[CH:19][CH:20]=2)[C:5]([C:8]2[CH:13]=[CH:12][N:11]=[CH:10][C:9]=2[F:14])=[N:6][CH:7]=1.Cl.[F:22][C:23]([F:28])([F:27])[CH:24]([NH2:26])[CH3:25].C(=O)([O-])[O-].[Cs+].[Cs+].C1C=CC(P(C2C(C3C(P(C4C=CC=CC=4)C4C=CC=CC=4)=CC=C4C=3C=CC=C4)=C3C(C=CC=C3)=CC=2)C2C=CC=CC=2)=CC=1. The catalyst is C([O-])(=O)C.[Pd+2].C([O-])(=O)C.C1(C)C=CC=CC=1. The product is [F:14][C:9]1[CH:10]=[N:11][CH:12]=[CH:13][C:8]=1[C:5]1[N:6]=[CH:7][C:2]([NH:26][CH:24]([CH3:25])[C:23]([F:28])([F:27])[F:22])=[N:3][C:4]=1[C:15]1[CH:16]=[N:17][CH:18]=[CH:19][CH:20]=1. The yield is 0.170. (2) The reactants are [CH2:1]([O:5][C:6]1[CH:7]=[C:8]2[C:13](=[CH:14][C:15]=1[O:16][CH3:17])[C:12]([CH2:18][C:19]1[CH:24]=[CH:23][CH:22]=[C:21]([O:25][CH3:26])[CH:20]=1)=[N:11][CH:10]=[C:9]2[CH:27]=[O:28])[CH2:2][CH2:3][CH3:4].[Se](=O)=[O:30].C(OCC)(=O)C.CCCCCC. The catalyst is C(O)(=O)C. The product is [CH2:1]([O:5][C:6]1[CH:7]=[C:8]2[C:13](=[CH:14][C:15]=1[O:16][CH3:17])[C:12]([C:18](=[O:30])[C:19]1[CH:24]=[CH:23][CH:22]=[C:21]([O:25][CH3:26])[CH:20]=1)=[N:11][CH:10]=[C:9]2[CH:27]=[O:28])[CH2:2][CH2:3][CH3:4]. The yield is 0.630. (3) The reactants are COC1C=CC([C:9]2[CH:10]=[N:11][C:12]([NH:15][C:16]3[CH:17]=[C:18](NC(N4CCN(C)CC4)=O)[CH:19]=[CH:20][CH:21]=3)=[N:13][CH:14]=2)=CC=1.[CH3:32][O:33][C:34]1[CH:39]=[CH:38][C:37](C2C=NC(NC3C=CC=C(N)C=3)=NC=2)=[CH:36][CH:35]=1.C([N:57](C(C)C)CC)(C)C.ClC(Cl)(O[C:67](=[O:73])OC(Cl)(Cl)Cl)Cl.[CH3:75][N:76]1[CH2:81][CH2:80][NH:79][CH2:78][CH2:77]1. The catalyst is C1COCC1. The product is [CH3:32][O:33][C:34]1[CH:35]=[CH:36][C:37]([N:15]([C:12]2[N:13]=[CH:14][CH:9]=[CH:10][N:11]=2)[C:16]2[CH:21]=[CH:20][CH:19]=[C:18]([CH:81]3[N:76]([CH3:75])[CH2:77][CH2:78][N:79]([C:67]([NH2:57])=[O:73])[CH2:80]3)[CH:17]=2)=[CH:38][CH:39]=1. The yield is 0.500. (4) The reactants are [O:1]=[C:2]([CH3:7])/[CH:3]=[CH:4]/[CH:5]=[O:6].[CH3:8][O:9][C:10]1[CH:15]=[CH:14][C:13]([S:16]([N:19]=[CH:20]/[CH:21]=[CH:22]/[CH2:23][CH2:24][CH3:25])(=[O:18])=[O:17])=[CH:12][CH:11]=1. The catalyst is C(Cl)(Cl)Cl. The product is [CH3:8][O:9][C:10]1[CH:11]=[CH:12][C:13]([S:16]([N:19]2[CH:20]=[CH:21][C@H:22]([CH2:23][CH2:24][CH3:25])[C@H:4]([CH2:3][C:2](=[O:1])[CH3:7])[C:5]2=[O:6])(=[O:18])=[O:17])=[CH:14][CH:15]=1. The yield is 0.700. (5) The yield is 0.640. The product is [CH3:1][O:2][C:3](=[O:22])[NH:4][C:5]1[S:6][C:7]2[C:13]([CH:14]3[CH2:15][CH2:16][O:17][CH2:18][CH2:19]3)=[CH:12][CH:11]=[C:10]([O:20][CH3:21])[C:8]=2[N:9]=1. The reactants are [CH3:1][O:2][C:3](=[O:22])[NH:4][C:5]1[S:6][C:7]2[C:13]([C:14]3[CH2:15][CH2:16][O:17][CH2:18][CH:19]=3)=[CH:12][CH:11]=[C:10]([O:20][CH3:21])[C:8]=2[N:9]=1. The catalyst is CO.[Pd].